This data is from Reaction yield outcomes from USPTO patents with 853,638 reactions. The task is: Predict the reaction yield, written as a fraction of the theoretical maximum amount of product (1.0 means a 100% yield; for example, 0.34 means a 34% yield). The reactants are Cl.[Cl:2][C:3]1[CH:8]=[CH:7][C:6]([NH:9]C(=O)C(C)(C)C)=[C:5]([C:16](=[O:21])[C:17]([F:20])([F:19])[F:18])[CH:4]=1.O.CC([O-])=O.[Na+]. The catalyst is C(O)(=O)C. The product is [NH2:9][C:6]1[CH:7]=[CH:8][C:3]([Cl:2])=[CH:4][C:5]=1[C:16](=[O:21])[C:17]([F:20])([F:18])[F:19]. The yield is 0.860.